This data is from Catalyst prediction with 721,799 reactions and 888 catalyst types from USPTO. The task is: Predict which catalyst facilitates the given reaction. (1) Reactant: [I:1][C:2]1[CH:3]=[C:4]([CH:8]=[CH:9][C:10]=1[CH3:11])[C:5]([OH:7])=O.S(Cl)(Cl)=O.[N:16]1([C:21]2[CH:22]=[C:23]([CH:25]=[C:26]([C:28]([F:31])([F:30])[F:29])[CH:27]=2)[NH2:24])[CH:20]=[CH:19][N:18]=[CH:17]1.C(N(C(C)C)CC)(C)C. The catalyst class is: 2. Product: [N:16]1([C:21]2[CH:22]=[C:23]([NH:24][C:5](=[O:7])[C:4]3[CH:8]=[CH:9][C:10]([CH3:11])=[C:2]([I:1])[CH:3]=3)[CH:25]=[C:26]([C:28]([F:30])([F:31])[F:29])[CH:27]=2)[CH:20]=[CH:19][N:18]=[CH:17]1. (2) Reactant: [F:1][C:2]([F:15])([F:14])[C:3]1[C:4](=O)[NH:5][CH:6]=[C:7]([C:9]([O:11][CH3:12])=[O:10])[N:8]=1.P(Cl)(Cl)([Cl:18])=O. Product: [Cl:18][C:4]1[N:5]=[CH:6][C:7]([C:9]([O:11][CH3:12])=[O:10])=[N:8][C:3]=1[C:2]([F:15])([F:14])[F:1]. The catalyst class is: 9.